From a dataset of Reaction yield outcomes from USPTO patents with 853,638 reactions. Predict the reaction yield, written as a fraction of the theoretical maximum amount of product (1.0 means a 100% yield; for example, 0.34 means a 34% yield). (1) The reactants are [CH3:1][C:2]1([CH3:36])[C:8](=[O:9])[NH:7][C:6]2[N:10]=[CH:11][C:12](/[CH:14]=[CH:15]/[C:16]([N:18]([CH3:35])[CH2:19][C:20]3[CH:25]=[CH:24][CH:23]=[C:22]([O:26][C:27]([F:30])([F:29])[F:28])[C:21]=3[O:31][CH2:32][CH2:33][CH3:34])=[O:17])=[CH:13][C:5]=2[CH2:4][NH:3]1.[ClH:37]. The catalyst is C(Cl)Cl.C(OCC)C. The product is [ClH:37].[CH3:36][C:2]1([CH3:1])[C:8](=[O:9])[NH:7][C:6]2[N:10]=[CH:11][C:12](/[CH:14]=[CH:15]/[C:16]([N:18]([CH3:35])[CH2:19][C:20]3[CH:25]=[CH:24][CH:23]=[C:22]([O:26][C:27]([F:29])([F:30])[F:28])[C:21]=3[O:31][CH2:32][CH2:33][CH3:34])=[O:17])=[CH:13][C:5]=2[CH2:4][NH:3]1. The yield is 0.820. (2) The reactants are [N+:1]([C:4]1[CH:9]=[CH:8][C:7]([CH2:10][O:11][Si:12]([CH:19]([CH3:21])[CH3:20])([CH:16]([CH3:18])[CH3:17])[CH:13]([CH3:15])[CH3:14])=[CH:6][C:5]=1[NH:22][C@@H:23]1[CH2:28][CH2:27][C@H:26]([C:29]([O:31][CH3:32])=[O:30])[CH2:25][CH2:24]1)([O-])=O.C([O-])=O.[NH4+]. The catalyst is CCO.[Pd]. The product is [NH2:1][C:4]1[CH:9]=[CH:8][C:7]([CH2:10][O:11][Si:12]([CH:19]([CH3:21])[CH3:20])([CH:13]([CH3:15])[CH3:14])[CH:16]([CH3:17])[CH3:18])=[CH:6][C:5]=1[NH:22][C@@H:23]1[CH2:24][CH2:25][C@H:26]([C:29]([O:31][CH3:32])=[O:30])[CH2:27][CH2:28]1. The yield is 1.00. (3) The reactants are C1COC2C=CC(NC3C(F)=CN=C(NC4C=CC=C(O)C=4)N=3)=CC=2O1.[NH2:27][C:28]1[CH:29]=[C:30]([CH:33]=[CH:34][CH:35]=1)[C:31]#[N:32].[Cl:36][C:37]1[N:42]=[C:41](Cl)[C:40]([F:44])=[CH:39][N:38]=1. No catalyst specified. The product is [Cl:36][C:37]1[N:42]=[C:41]([NH:27][C:28]2[CH:35]=[CH:34][CH:33]=[C:30]([C:31]#[N:32])[CH:29]=2)[C:40]([F:44])=[CH:39][N:38]=1. The yield is 0.860.